This data is from Full USPTO retrosynthesis dataset with 1.9M reactions from patents (1976-2016). The task is: Predict the reactants needed to synthesize the given product. (1) Given the product [CH2:1]([C:3]1[S:4][CH:5]=[C:6](/[CH:8]=[CH:9]/[C:10]2[C:11]([O:21][CH2:22][C:23]3[CH:48]=[CH:47][C:26]([O:27][CH2:28][C:29]4[N:30]=[C:31]([C:35]5[CH:36]=[C:37]([CH2:41][C:42]([OH:44])=[O:43])[CH:38]=[CH:39][CH:40]=5)[O:32][C:33]=4[CH3:34])=[C:25]([O:49][CH3:50])[CH:24]=3)=[N:12][N:13]([C:15]3[CH:16]=[CH:17][CH:18]=[CH:19][CH:20]=3)[CH:14]=2)[N:7]=1)[CH3:2], predict the reactants needed to synthesize it. The reactants are: [CH2:1]([C:3]1[S:4][CH:5]=[C:6](/[CH:8]=[CH:9]/[C:10]2[C:11]([O:21][CH2:22][C:23]3[CH:48]=[CH:47][C:26]([O:27][CH2:28][C:29]4[N:30]=[C:31]([C:35]5[CH:36]=[C:37]([CH2:41][C:42]([O:44]CC)=[O:43])[CH:38]=[CH:39][CH:40]=5)[O:32][C:33]=4[CH3:34])=[C:25]([O:49][CH3:50])[CH:24]=3)=[N:12][N:13]([C:15]3[CH:20]=[CH:19][CH:18]=[CH:17][CH:16]=3)[CH:14]=2)[N:7]=1)[CH3:2].O1CCCC1.[OH-].[Na+].Cl. (2) Given the product [CH3:39][O:38][C:35]1[CH:36]=[CH:37][C:32]([CH:31]([C:40]2[CH:45]=[CH:44][C:43]([O:46][CH3:47])=[CH:42][CH:41]=2)[O:30][CH:29]([C:48]2[CH:49]=[CH:50][CH:51]=[CH:52][CH:53]=2)[CH:24]2[CH2:25][CH:26]([OH:28])[CH2:27][N:23]2[C:21](=[O:22])[CH2:20][CH2:19][CH2:18][CH2:17][CH2:16][NH:15][C:1](=[O:14])[CH2:2][CH2:3][CH2:4][CH2:5][CH2:6][CH2:7][CH2:8][CH2:9][CH2:10][CH2:11][CH3:12])=[CH:33][CH:34]=1, predict the reactants needed to synthesize it. The reactants are: [C:1]([OH:14])(=O)[CH2:2][CH2:3][CH2:4][CH2:5][CH2:6][CH2:7][CH2:8][CH2:9][CH2:10][CH2:11][CH3:12].[NH2:15][CH2:16][CH2:17][CH2:18][CH2:19][CH2:20][C:21]([N:23]1[CH2:27][CH:26]([OH:28])[CH2:25][CH:24]1[CH:29]([C:48]1[CH:53]=[CH:52][CH:51]=[CH:50][CH:49]=1)[O:30][CH:31]([C:40]1[CH:45]=[CH:44][C:43]([O:46][CH3:47])=[CH:42][CH:41]=1)[C:32]1[CH:37]=[CH:36][C:35]([O:38][CH3:39])=[CH:34][CH:33]=1)=[O:22].CN(C(ON1N=NC2C=CC=CC1=2)=[N+](C)C)C.F[P-](F)(F)(F)(F)F.CCN(C(C)C)C(C)C. (3) Given the product [Si:11]([O:18][CH2:19][CH:20]1[CH2:24][CH2:23][CH:22]([CH:25]=[O:26])[CH2:21]1)([C:14]([CH3:17])([CH3:16])[CH3:15])([CH3:13])[CH3:12], predict the reactants needed to synthesize it. The reactants are: C(Cl)(=O)C(Cl)=O.CS(C)=O.[Si:11]([O:18][CH2:19][CH:20]1[CH2:24][CH2:23][CH:22]([CH2:25][OH:26])[CH2:21]1)([C:14]([CH3:17])([CH3:16])[CH3:15])([CH3:13])[CH3:12].C(N(CC)CC)C. (4) Given the product [CH3:6][O:7][C:8]1[CH:16]=[CH:15][C:14]2[N:13]3[CH2:17][CH2:18][CH2:19][N:20]=[C:12]3[C:11](=[O:21])[C:10]=2[CH:9]=1, predict the reactants needed to synthesize it. The reactants are: OS(O)(=O)=O.[CH3:6][O:7][C:8]1[CH:16]=[CH:15][C:14]2[N:13]3[CH2:17][CH2:18][CH2:19][N:20]=[C:12]3[C:11]3(OCCC[O:21]3)[C:10]=2[CH:9]=1.[NH4+].[OH-]. (5) Given the product [N+:21](=[CH:20][C:10](=[O:11])[CH2:9][C:5]1[CH:6]=[CH:7][CH:8]=[C:3]([O:2][CH3:1])[CH:4]=1)=[N-:22], predict the reactants needed to synthesize it. The reactants are: [CH3:1][O:2][C:3]1[CH:4]=[C:5]([CH2:9][C:10](Cl)=[O:11])[CH:6]=[CH:7][CH:8]=1.C(#N)C.C[Si]([CH:20]=[N+:21]=[N-:22])(C)C.C(OCC)C. (6) The reactants are: C(OC([N:11]1[CH2:16][C@H:15]([O:17][CH2:18][C:19]2[CH:20]=[CH:21][C:22]3[O:27][CH2:26][CH2:25][N:24]([CH2:28][CH2:29][CH2:30][O:31][CH3:32])[C:23]=3[CH:33]=2)[C@@H:14]([C:34]2[CH:39]=[CH:38][C:37]([CH2:40][O:41][CH2:42][C@H:43]([O:45][CH2:46][CH3:47])[CH3:44])=[CH:36][CH:35]=2)[C@H:13]([CH2:48][NH2:49])[CH2:12]1)=O)C1C=CC=CC=1.CCN(CC)CC. Given the product [CH2:46]([O:45][C@H:43]([CH3:44])[CH2:42][O:41][CH2:40][C:37]1[CH:36]=[CH:35][C:34]([C@@H:14]2[C@@H:15]([O:17][CH2:18][C:19]3[CH:20]=[CH:21][C:22]4[O:27][CH2:26][CH2:25][N:24]([CH2:28][CH2:29][CH2:30][O:31][CH3:32])[C:23]=4[CH:33]=3)[CH2:16][NH:11][CH2:12][C@H:13]2[CH2:48][NH2:49])=[CH:39][CH:38]=1)[CH3:47], predict the reactants needed to synthesize it. (7) The reactants are: [OH:1][CH:2]1[C:12]2=[C:13]3[C:8](=[CH:9][CH:10]=[CH:11]2)[C:7]([N:14]2[CH2:19][CH2:18][N:17]([CH2:20][CH2:21][C@H:22]4[C:27]5[CH:28]=[CH:29][C:30]([C:32]([NH2:34])=[O:33])=[CH:31][C:26]=5[CH2:25][CH2:24][O:23]4)[C@H:16]([CH3:35])[CH2:15]2)=[CH:6][CH:5]=[C:4]3[CH2:3]1.[Cr](O[Cr]([O-])(=O)=O)([O-])(=O)=O.[NH+]1C=CC=CC=1.[NH+]1C=CC=CC=1. Given the product [CH3:35][C@@H:16]1[CH2:15][N:14]([C:7]2[C:8]3[C:13]4[C:4]([CH2:3][C:2](=[O:1])[C:12]=4[CH:11]=[CH:10][CH:9]=3)=[CH:5][CH:6]=2)[CH2:19][CH2:18][N:17]1[CH2:20][CH2:21][C@H:22]1[C:27]2[CH:28]=[CH:29][C:30]([C:32]([NH2:34])=[O:33])=[CH:31][C:26]=2[CH2:25][CH2:24][O:23]1, predict the reactants needed to synthesize it.